From a dataset of HIV replication inhibition screening data with 41,000+ compounds from the AIDS Antiviral Screen. Binary Classification. Given a drug SMILES string, predict its activity (active/inactive) in a high-throughput screening assay against a specified biological target. (1) The drug is O=C(Nc1cc2c(cc1OCc1ccccc1)N(S(=O)(=O)c1ccccc1)C1c3ccccc3OCC21)c1ccccc1. The result is 0 (inactive). (2) The drug is NC(=O)SCC(=O)NNc1ccccc1. The result is 0 (inactive). (3) The molecule is O=C(Nc1ccc2c(O)c(N=Nc3ccc4c(O)cc(S(=O)(=O)O)cc4c3)c(S(=O)(=O)O)cc2c1)c1ccccc1. The result is 1 (active). (4) The drug is O=C1OC(=O)c2ccc3c4c(ccc1c24)C(=O)OC3=O. The result is 0 (inactive). (5) The molecule is C=C1C(=O)c2cc3c(cc2C(c2cc(OC)c(OC)c(OC)c2)C1C(=O)O)OCO3. The result is 0 (inactive). (6) The molecule is CCN(CC)[N+](=O)[N-]OCOC(C)=O. The result is 0 (inactive).